From a dataset of Full USPTO retrosynthesis dataset with 1.9M reactions from patents (1976-2016). Predict the reactants needed to synthesize the given product. (1) The reactants are: [N:1]1[CH:6]=[CH:5][C:4]([C:7]2[CH:12]=[CH:11][C:10]([NH2:13])=[CH:9][CH:8]=2)=[CH:3][CH:2]=1.C([N:22]=[C:23]=[S:24])(=O)C1C=CC=CC=1.C(=O)([O-])[O-].[K+].[K+]. Given the product [N:1]1[CH:6]=[CH:5][C:4]([C:7]2[CH:12]=[CH:11][C:10]([NH:13][C:23]([NH2:22])=[S:24])=[CH:9][CH:8]=2)=[CH:3][CH:2]=1, predict the reactants needed to synthesize it. (2) Given the product [Cl:13][C:14]1[CH:15]=[CH:16][C:17]([C:20]2[O:28][C:27]3[CH:26]=[CH:25][N:24]([C:29]4[CH:34]=[CH:33][C:32]([O:35][CH2:62][CH:60]5[CH2:61][O:58][CH2:59]5)=[C:31]([O:36][CH3:37])[CH:30]=4)[C:23](=[O:38])[C:22]=3[CH:21]=2)=[CH:18][CH:19]=1, predict the reactants needed to synthesize it. The reactants are: CCOC(/N=N/C(OCC)=O)=O.[Cl:13][C:14]1[CH:19]=[CH:18][C:17]([C:20]2[O:28][C:27]3[CH:26]=[CH:25][N:24]([C:29]4[CH:34]=[CH:33][C:32]([OH:35])=[C:31]([O:36][CH3:37])[CH:30]=4)[C:23](=[O:38])[C:22]=3[CH:21]=2)=[CH:16][CH:15]=1.C1(P(C2C=CC=CC=2)C2C=CC=CC=2)C=CC=CC=1.[O:58]1[CH2:61][CH:60]([CH2:62]O)[CH2:59]1. (3) Given the product [NH2:1][C:2]1[N:7]=[CH:6][N:5]=[C:4]2[N:8]([CH:12]([C:14]3[C:19]([C:20]4[CH:25]=[CH:24][CH:23]=[CH:22][CH:21]=4)=[N:18][N:17]([CH3:26])[C:16](=[O:27])[CH:15]=3)[CH3:13])[N:9]=[C:10]([C:31]3[CH:32]=[C:33]([OH:35])[CH:34]=[C:29]([F:28])[CH:30]=3)[C:3]=12, predict the reactants needed to synthesize it. The reactants are: [NH2:1][C:2]1[N:7]=[CH:6][N:5]=[C:4]2[N:8]([CH:12]([C:14]3[C:19]([C:20]4[CH:25]=[CH:24][CH:23]=[CH:22][CH:21]=4)=[N:18][N:17]([CH3:26])[C:16](=[O:27])[CH:15]=3)[CH3:13])[N:9]=[C:10](I)[C:3]=12.[F:28][C:29]1[CH:30]=[C:31](B(O)O)[CH:32]=[C:33]([OH:35])[CH:34]=1. (4) Given the product [CH3:1][O:2][C:3]([C:5]1[S:14][C:8]2[N:9]=[CH:10][N:11]=[C:12]([NH:16][C:17]3[CH:35]=[CH:34][C:33]([Cl:36])=[CH:32][C:18]=3[O:19][C@H:20]3[CH2:25][CH2:24][CH2:23][N:22]([C:26](=[O:31])[C:27]([F:30])([F:29])[F:28])[CH2:21]3)[C:7]=2[C:6]=1[CH3:15])=[O:4], predict the reactants needed to synthesize it. The reactants are: [CH3:1][O:2][C:3]([C:5]1[S:14][C:8]2[N:9]=[CH:10][N:11]=[C:12](Cl)[C:7]=2[C:6]=1[CH3:15])=[O:4].[NH2:16][C:17]1[CH:35]=[CH:34][C:33]([Cl:36])=[CH:32][C:18]=1[O:19][C@H:20]1[CH2:25][CH2:24][CH2:23][N:22]([C:26](=[O:31])[C:27]([F:30])([F:29])[F:28])[CH2:21]1. (5) Given the product [NH2:1][C:2]1[C:7]([C:8]([NH:10][CH2:11][CH3:12])=[O:9])=[CH:6][N:5]=[CH:4][C:3]=1[NH2:13], predict the reactants needed to synthesize it. The reactants are: [NH2:1][C:2]1[C:7]([C:8]([NH:10][CH2:11][CH3:12])=[O:9])=[CH:6][N:5]=[CH:4][C:3]=1[N+:13]([O-])=O. (6) The reactants are: [Cl:1][C:2]1[CH:20]=[CH:19][C:5]2[N:6]=[C:7]([NH:9][C:10]3[CH:18]=[CH:17][C:13]([C:14]([OH:16])=O)=[CH:12][CH:11]=3)[S:8][C:4]=2[CH:3]=1.C(Cl)CCl.C1C=CC2N(O)N=NC=2C=1.[NH:35]([C:37]1[N:47]=[CH:46][CH:45]=[CH:44][C:38]=1[C:39]([O:41][CH2:42][CH3:43])=[O:40])[NH2:36].C(N(CC)CC)C. Given the product [Cl:1][C:2]1[CH:20]=[CH:19][C:5]2[N:6]=[C:7]([NH:9][C:10]3[CH:11]=[CH:12][C:13]([C:14]([NH:36][NH:35][C:37]4[N:47]=[CH:46][CH:45]=[CH:44][C:38]=4[C:39]([O:41][CH2:42][CH3:43])=[O:40])=[O:16])=[CH:17][CH:18]=3)[S:8][C:4]=2[CH:3]=1, predict the reactants needed to synthesize it.